Dataset: Full USPTO retrosynthesis dataset with 1.9M reactions from patents (1976-2016). Task: Predict the reactants needed to synthesize the given product. (1) Given the product [Br:1][C:2]1[CH:7]=[C:6]([C:8]2([C:10]([F:11])([F:12])[F:13])[CH2:15][CH2:9]2)[CH:5]=[C:4]([Br:14])[CH:3]=1, predict the reactants needed to synthesize it. The reactants are: [Br:1][C:2]1[CH:7]=[C:6]([C:8]([C:10]([F:13])([F:12])[F:11])=[CH2:9])[CH:5]=[C:4]([Br:14])[CH:3]=1.[CH3:15]COCC. (2) Given the product [CH3:1][O:2][C:3](=[O:22])[C:4]1[CH:16]=[C:15]([C:17](=[O:21])[CH:18]([CH3:19])[CH3:20])[CH:14]=[C:6]([C:7]([N:9]([CH3:13])[CH2:10][CH2:11][CH3:12])=[O:8])[CH:5]=1, predict the reactants needed to synthesize it. The reactants are: [CH3:1][O:2][C:3](=[O:22])[C:4]1[CH:16]=[C:15]([CH:17]([OH:21])[CH:18]([CH3:20])[CH3:19])[CH:14]=[C:6]([C:7]([N:9]([CH3:13])[CH2:10][CH2:11][CH3:12])=[O:8])[CH:5]=1.CC(OI1(OC(C)=O)(OC(C)=O)OC(=O)C2C=CC=CC1=2)=O. (3) Given the product [Br:1][C:2]1[CH:11]=[C:10]([O:12][CH:13]([CH3:14])[CH3:15])[C:9]([CH3:16])=[C:8]2[C:3]=1[CH:4]=[CH:5][N+:6]([O-:25])=[CH:7]2, predict the reactants needed to synthesize it. The reactants are: [Br:1][C:2]1[CH:11]=[C:10]([O:12][CH:13]([CH3:15])[CH3:14])[C:9]([CH3:16])=[C:8]2[C:3]=1[CH:4]=[CH:5][N:6]=[CH:7]2.C1C=C(Cl)C=C(C(OO)=[O:25])C=1. (4) The reactants are: Br[Zn][CH2:3][C:4]([O:6][CH2:7][CH3:8])=[O:5].[CH:9](=[O:16])[C:10]1[CH:15]=[CH:14][CH:13]=[CH:12][CH:11]=1.Cl.C(OCC)(=O)C. Given the product [OH:16][CH:9]([C:10]1[CH:15]=[CH:14][CH:13]=[CH:12][CH:11]=1)[CH2:3][C:4]([O:6][CH2:7][CH3:8])=[O:5], predict the reactants needed to synthesize it. (5) The reactants are: [O:1]=[CH:2][CH:3]=[C:4]1[CH2:7][N:6]([C:8]([O:10][C:11]([CH3:14])([CH3:13])[CH3:12])=[O:9])[CH2:5]1.N1CCCCC1.[C:21]([OH:24])(=[S:23])[CH3:22]. Given the product [C:21]([S:23][C:4]1([CH2:3][CH:2]=[O:1])[CH2:7][N:6]([C:8]([O:10][C:11]([CH3:14])([CH3:13])[CH3:12])=[O:9])[CH2:5]1)(=[O:24])[CH3:22], predict the reactants needed to synthesize it. (6) The reactants are: [O:1]1[CH:5]=[CH:4][CH:3]=[C:2]1B(O)O.[N:9]1([CH2:14][C:15]2[CH:16]=[CH:17][C:18](Br)=[N:19][CH:20]=2)[CH:13]=[CH:12][N:11]=[CH:10]1. Given the product [O:1]1[CH:5]=[CH:4][CH:3]=[C:2]1[C:18]1[CH:17]=[CH:16][C:15]([CH2:14][N:9]2[CH:13]=[CH:12][N:11]=[CH:10]2)=[CH:20][N:19]=1, predict the reactants needed to synthesize it. (7) Given the product [Cl:1][C:2]1[CH:3]=[C:4]([CH:8]([NH:11][C:12]([CH:14]2[CH2:15][CH2:16][N:17]([C:20]3[C:25]([Cl:26])=[CH:24][N:23]=[C:22]([NH:11][CH:8]([CH3:9])[CH3:4])[N:21]=3)[CH2:18][CH2:19]2)=[O:13])[CH2:9][OH:10])[CH:5]=[CH:6][CH:7]=1, predict the reactants needed to synthesize it. The reactants are: [Cl:1][C:2]1[CH:3]=[C:4]([CH:8]([NH:11][C:12]([CH:14]2[CH2:19][CH2:18][N:17]([C:20]3[C:25]([Cl:26])=[CH:24][N:23]=[C:22](Cl)[N:21]=3)[CH2:16][CH2:15]2)=[O:13])[CH2:9][OH:10])[CH:5]=[CH:6][CH:7]=1. (8) Given the product [ClH:8].[NH4+:9].[S:1]([O-:5])([O-:4])(=[O:3])=[O:2].[Na+:6].[Na+:6], predict the reactants needed to synthesize it. The reactants are: [S:1]([O-:5])([O-:4])(=[O:3])=[O:2].[Na+:6].[Na+].[Cl-:8].[NH4+:9].[Cl-].[Na+]. (9) The reactants are: [C:1]([C:4]1[CH:5]=[C:6]([C:11]2[C:12]([C@@H:28]([NH:38]C(=O)OC(C)(C)C)[CH2:29][C:30]3[CH:35]=[C:34]([F:36])[CH:33]=[C:32]([F:37])[CH:31]=3)=[N:13][CH:14]=[C:15]([N:17]3[C:25](=[O:26])[C:24]4[C:19](=[CH:20][CH:21]=[CH:22][CH:23]=4)[C:18]3=[O:27])[CH:16]=2)[CH:7]=[CH:8][C:9]=1[F:10])(=[O:3])[NH2:2].[ClH:46].O1CCOCC1. Given the product [ClH:46].[NH2:38][C@H:28]([C:12]1[C:11]([C:6]2[CH:7]=[CH:8][C:9]([F:10])=[C:4]([CH:5]=2)[C:1]([NH2:2])=[O:3])=[CH:16][C:15]([N:17]2[C:18](=[O:27])[C:19]3[C:24](=[CH:23][CH:22]=[CH:21][CH:20]=3)[C:25]2=[O:26])=[CH:14][N:13]=1)[CH2:29][C:30]1[CH:35]=[C:34]([F:36])[CH:33]=[C:32]([F:37])[CH:31]=1, predict the reactants needed to synthesize it. (10) Given the product [CH3:1][O:2][C:3]1[CH:4]=[C:5]([NH:9][C:17](=[O:22])[C:18]([CH3:21])([CH3:20])[CH3:19])[CH:6]=[CH:7][CH:8]=1, predict the reactants needed to synthesize it. The reactants are: [CH3:1][O:2][C:3]1[CH:4]=[C:5]([NH2:9])[CH:6]=[CH:7][CH:8]=1.C(N(CC)CC)C.[C:17](Cl)(=[O:22])[C:18]([CH3:21])([CH3:20])[CH3:19].